This data is from Reaction yield outcomes from USPTO patents with 853,638 reactions. The task is: Predict the reaction yield, written as a fraction of the theoretical maximum amount of product (1.0 means a 100% yield; for example, 0.34 means a 34% yield). (1) The reactants are Br[C:2]1[CH:3]=[CH:4][C:5](=[O:10])[N:6]([CH2:8][CH3:9])[CH:7]=1.[Cl:11][C:12]1[N:17]=[CH:16][C:15](B(O)O)=[CH:14][CH:13]=1.C([O-])([O-])=O.[Cs+].[Cs+]. The catalyst is O1CCOCC1.O.C1C=CC([P]([Pd]([P](C2C=CC=CC=2)(C2C=CC=CC=2)C2C=CC=CC=2)([P](C2C=CC=CC=2)(C2C=CC=CC=2)C2C=CC=CC=2)[P](C2C=CC=CC=2)(C2C=CC=CC=2)C2C=CC=CC=2)(C2C=CC=CC=2)C2C=CC=CC=2)=CC=1. The product is [Cl:11][C:12]1[N:17]=[CH:16][C:15]([C:2]2[CH:3]=[CH:4][C:5](=[O:10])[N:6]([CH2:8][CH3:9])[CH:7]=2)=[CH:14][CH:13]=1. The yield is 0.510. (2) The reactants are CSC.B.[C:5]([O:9][C:10]([N:12]1[CH2:16][C@@H:15]([O:17][C:18]2[CH:27]=[CH:26][C:25]3[C:20](=[CH:21][CH:22]=[CH:23][CH:24]=3)[CH:19]=2)[CH2:14][C@H:13]1[C:28](O)=[O:29])=[O:11])([CH3:8])([CH3:7])[CH3:6].O. The catalyst is C1COCC1. The product is [C:5]([O:9][C:10]([N:12]1[CH2:16][C@@H:15]([O:17][C:18]2[CH:27]=[CH:26][C:25]3[C:20](=[CH:21][CH:22]=[CH:23][CH:24]=3)[CH:19]=2)[CH2:14][C@H:13]1[CH2:28][OH:29])=[O:11])([CH3:8])([CH3:7])[CH3:6]. The yield is 1.00.